From a dataset of Cav3 T-type calcium channel HTS with 100,875 compounds. Binary Classification. Given a drug SMILES string, predict its activity (active/inactive) in a high-throughput screening assay against a specified biological target. (1) The compound is Clc1cc(S(=O)(=O)N(CC)CC)cnc1Cl. The result is 0 (inactive). (2) The molecule is S(=O)(=O)(Nc1c(cccc1)C)c1ccc(NC(=O)c2nn3c(n2)nccc3)cc1. The result is 0 (inactive). (3) The drug is O=c1n(CC(=O)NCc2occc2)cnc2n(nnc12)Cc1ccc(cc1)C. The result is 0 (inactive). (4) The compound is S(=O)(=O)(N1CCCCC1)c1c(ccc(c1)C(=O)Nc1cc2OCOc2cc1)C. The result is 1 (active).